From a dataset of Forward reaction prediction with 1.9M reactions from USPTO patents (1976-2016). Predict the product of the given reaction. (1) Given the reactants Cl.[CH3:2][C:3]1([CH3:33])[CH:7]([N:8]2[CH2:12][CH2:11][CH2:10][CH2:9]2)[C:6]2[C:13]([CH3:32])=[C:14]([N:19]3[CH2:24][CH2:23][N:22](C(OC(C)(C)C)=O)[CH2:21][CH2:20]3)[C:15]([CH3:18])=[C:16]([CH3:17])[C:5]=2[O:4]1.[OH-].[Na+], predict the reaction product. The product is: [CH3:2][C:3]1([CH3:33])[CH:7]([N:8]2[CH2:9][CH2:10][CH2:11][CH2:12]2)[C:6]2[C:13]([CH3:32])=[C:14]([N:19]3[CH2:20][CH2:21][NH:22][CH2:23][CH2:24]3)[C:15]([CH3:18])=[C:16]([CH3:17])[C:5]=2[O:4]1. (2) The product is: [C:1]([O:5][C:6]([N:8]1[CH:9]2[CH2:15][CH2:14][CH:13]1[CH2:12][N:11]([C:21]([C:20]1[C:19]([CH3:26])=[N:18][C:17]([NH2:16])=[CH:25][CH:24]=1)=[O:22])[CH2:10]2)=[O:7])([CH3:4])([CH3:2])[CH3:3]. Given the reactants [C:1]([O:5][C:6]([N:8]1[CH:13]2[CH2:14][CH2:15][CH:9]1[CH2:10][NH:11][CH2:12]2)=[O:7])([CH3:4])([CH3:3])[CH3:2].[NH2:16][C:17]1[CH:25]=[CH:24][C:20]([C:21](O)=[O:22])=[C:19]([CH3:26])[N:18]=1, predict the reaction product. (3) Given the reactants C[O:2][C:3]([CH:5]1[CH2:10][CH2:9][CH:8](C(OC)=O)[CH2:7][CH2:6]1)=[O:4].[CH:15]1([CH2:23][OH:24])[CH2:20][CH2:19][CH:18](CO)[CH2:17][CH2:16]1.OC[C:27]([CH3:31])([CH2:29]O)[CH3:28].C(C(CO)(CO)CC)[OH:33].[Sb], predict the reaction product. The product is: [CH2:5]1[CH2:10][CH2:9][CH2:8][CH2:7][CH2:6]1.[C:23]([O:24][C:27]([CH3:28])([CH3:29])[CH3:31])(=[O:33])[C:15]1[CH:16]=[CH:17][CH:18]=[C:19]([C:3]([O-:4])=[O:2])[CH:20]=1. (4) The product is: [C:1]([O:4][C@@H:5]1[C@@H:10]([O:11][C:12](=[O:14])[CH3:13])[C@@H:9]([O:15][C:16](=[O:18])[CH3:17])[C@@H:8]([CH2:19][O:20][C:21](=[O:23])[CH3:22])[O:7][C@H:6]1[S:27][C:26](=[NH:25])[NH2:28])(=[O:3])[CH3:2]. Given the reactants [C:1]([O:4][C@@H:5]1[C@@H:10]([O:11][C:12](=[O:14])[CH3:13])[C@@H:9]([O:15][C:16](=[O:18])[CH3:17])[C@@H:8]([CH2:19][O:20][C:21](=[O:23])[CH3:22])[O:7][C@@H:6]1Br)(=[O:3])[CH3:2].[NH2:25][C:26]([NH2:28])=[S:27], predict the reaction product. (5) Given the reactants [CH3:1][O:2][C:3]1[CH:10]=[C:9]([N:11]2[CH:20]=[CH:19][C:18]3[C:13](=[CH:14][CH:15]=[C:16]([O:21][CH3:22])[CH:17]=3)[C:12]2=[O:23])[CH:8]=[CH:7][C:4]=1[CH:5]=[O:6].[Br:24]N1C(=O)CCC1=O, predict the reaction product. The product is: [Br:24][C:19]1[C:18]2[C:13](=[CH:14][CH:15]=[C:16]([O:21][CH3:22])[CH:17]=2)[C:12](=[O:23])[N:11]([C:9]2[CH:8]=[CH:7][C:4]([CH:5]=[O:6])=[C:3]([O:2][CH3:1])[CH:10]=2)[CH:20]=1. (6) Given the reactants Cl.[NH2:2][C@@H:3]([CH2:11][C:12]1[CH:13]=[N:14][CH:15]=[CH:16][CH:17]=1)[C:4]([N:6]1[CH2:10][CH2:9][CH2:8][CH2:7]1)=[O:5].CCN(C(C)C)C(C)C.[Cl:27][C:28]1[CH:29]=[C:30]2[CH:36]=[C:35]([C:37](O)=[O:38])[NH:34][C:31]2=[CH:32][N:33]=1.CN(C(ON1N=NC2C=CC=CC1=2)=[N+](C)C)C.[B-](F)(F)(F)F, predict the reaction product. The product is: [O:5]=[C:4]([N:6]1[CH2:7][CH2:8][CH2:9][CH2:10]1)[C@@H:3]([NH:2][C:37]([C:35]1[NH:34][C:31]2=[CH:32][N:33]=[C:28]([Cl:27])[CH:29]=[C:30]2[CH:36]=1)=[O:38])[CH2:11][C:12]1[CH:13]=[N:14][CH:15]=[CH:16][CH:17]=1. (7) The product is: [CH3:1][O:2][C:3](=[O:15])[C:4]1[CH:9]=[CH:8][CH:7]=[C:6]([NH:10][C:11](=[O:14])[CH2:12][NH:33][C:27]2[CH:28]=[CH:30][CH:31]=[C:25]([CH:22]([CH3:24])[CH3:23])[CH:26]=2)[CH:5]=1. Given the reactants [CH3:1][O:2][C:3](=[O:15])[C:4]1[CH:9]=[CH:8][CH:7]=[C:6]([NH:10][C:11](=[O:14])[CH2:12]Br)[CH:5]=1.C(=O)([O-])[O-].[K+].[K+].[CH:22]([C:25]1[CH:31]=[CH:30][C:28](N)=[CH:27][CH:26]=1)([CH3:24])[CH3:23].C[N:33](C=O)C, predict the reaction product. (8) Given the reactants [CH3:1][O:2][C:3]([C:5]1[CH:6]=[C:7]2[C:12](=[CH:13][CH:14]=1)[N:11]=[CH:10][CH:9]=[CH:8]2)=[O:4].S([O-])([O-])(=O)=O.OO.C(=O)([O-])[O-].[K+].[K+].[CH:28]([NH2:30])=[O:29], predict the reaction product. The product is: [CH3:1][O:2][C:3]([C:5]1[CH:6]=[C:7]2[C:12](=[CH:13][CH:14]=1)[N:11]=[C:10]([C:28]([NH2:30])=[O:29])[CH:9]=[CH:8]2)=[O:4]. (9) Given the reactants C(=O)([O-])[O-].[K+].[K+].[CH:7]([N:10]1[C:18]2[C:13](=[CH:14][CH:15]=[C:16]([NH:19][S:20]([CH3:23])(=[O:22])=[O:21])[CH:17]=2)[C:12]([C:24]2[CH:29]=[CH:28][C:27]([C:30]#[C:31][Si](C)(C)C)=[CH:26][N:25]=2)=[CH:11]1)([CH3:9])[CH3:8], predict the reaction product. The product is: [CH:7]([N:10]1[C:18]2[C:13](=[CH:14][CH:15]=[C:16]([NH:19][S:20]([CH3:23])(=[O:22])=[O:21])[CH:17]=2)[C:12]([C:24]2[CH:29]=[CH:28][C:27]([C:30]#[CH:31])=[CH:26][N:25]=2)=[CH:11]1)([CH3:9])[CH3:8]. (10) Given the reactants [NH2:1][C:2]1[CH:12]=[CH:11][C:5]([C:6]([O:8]CC)=[O:7])=[CH:4][C:3]=1[O:13][CH3:14].[OH-].[Na+], predict the reaction product. The product is: [NH2:1][C:2]1[CH:12]=[CH:11][C:5]([C:6]([OH:8])=[O:7])=[CH:4][C:3]=1[O:13][CH3:14].